Dataset: Experimentally validated miRNA-target interactions with 360,000+ pairs, plus equal number of negative samples. Task: Binary Classification. Given a miRNA mature sequence and a target amino acid sequence, predict their likelihood of interaction. (1) The miRNA is hsa-miR-4707-3p with sequence AGCCCGCCCCAGCCGAGGUUCU. The protein sequence of the target gene is MEKGLTLPQDCRDFVHSLKMRSKYALFLVFVVIVFVFIEKENKIISRVSDKLKQIPQALADANSTDPALILAENASLLSLSELDSAFSQLQSRLRNLSLQLGVEPAMEAAGEEEEEQRKEEEPPRPAVAGPRRHVLLMATTRTGSSFVGEFFNQQGNIFYLFEPLWHIERTVSFEPGGANAAGSALVYRDVLKQLFLCDLYVLEHFITPLPEDHLTQFMFRRGSSRSLCEDPVCTPFVKKVFEKYHCKNRRCGPLNVTLAAEACRRKEHMALKAVRIRQLEFLQPLAEDPRLDLRVIQLV.... Result: 0 (no interaction). (2) The miRNA is hsa-miR-190a-3p with sequence CUAUAUAUCAAACAUAUUCCU. Result: 1 (interaction). The protein sequence of the target gene is MAAIRMGKLTTMPAGLIYASVSVHAAKQEESKKQLVKPEQLPIYTAPPLQSKYVEEQPGHLQMGFASIRTATGCYIGWCKGVYVFVKNGIMDTVQFGKDAYVYLKNPPRDFLPKMGVITVSGLAGLVSARKGSKFKKITYPLGLATLGATVCYPVQSVIIAKVTAKKVYATSQQIFGAVKSLWTKSSKEESLPKPKEKTKLGSSSEIEVPAKTTHVLKHSVPLPTELSSEAKTKSESTSGATQFMPDPKLMDHGQSHPEDIDMYSTRS. (3) The protein sequence of the target gene is MESLSELQNPLLPRSPTHLHRPYPYPEAPPGWSCQEQLYSFLLGGAGPARAHQLLDPGSLQLAVEAWYRPSCLLGRDKVKEPKAGSCETSFTEAREPLAGPAEEGSEPGQAAEDVTIHTVSYGVQEELQGQEDSQEEESDGTSSESECEDAFLTLPPRDHLGLTLFSMLCCFWPLGIAAFYFSQGTSKAISKGDFRLASTTSRRALFLATLSIAVGAGLYVAVVVALAAYMSQNGHG. Result: 0 (no interaction). The miRNA is mmu-miR-141-3p with sequence UAACACUGUCUGGUAAAGAUGG. (4) The miRNA is hsa-miR-302d-5p with sequence ACUUUAACAUGGAGGCACUUGC. The protein sequence of the target gene is MARFVPSPPPNCLSYKSEGRLGEQDWQAHFKVPCCGVDPSQLESEEAEVDVRERDTQRDREPKRARDLTLRDSCTDNSMQFGTRTTAAEPGFMGTWQNADTNLLFRMSQQVPLACAGRVLGADFCPNLEEPDQRLEVQAIRCTLVNCTCECFQPGKINLRTCDQCKHGWVAHALDKLSTQHLYHPTQVEIVQSNVVFDISSLMLYGTQAVPVRLKILLDRLFSVLKQEEVLHILHGLGWTLRDYVRGYILQDAAGKVLDRWAIMSREEEIITLQQFLRFGETKSIVELMAIQEKEGQAVA.... Result: 0 (no interaction).